This data is from Full USPTO retrosynthesis dataset with 1.9M reactions from patents (1976-2016). The task is: Predict the reactants needed to synthesize the given product. The reactants are: C[O:2][C:3]([C:5]1[CH:17]=[CH:16][C:8]2[CH:9]=[C:10]([CH2:12][N:13]([CH3:15])[CH3:14])[O:11][C:7]=2[CH:6]=1)=O.[NH2:18][NH2:19]. Given the product [CH3:14][N:13]([CH2:12][C:10]1[O:11][C:7]2[CH:6]=[C:5]([C:3]([NH:18][NH2:19])=[O:2])[CH:17]=[CH:16][C:8]=2[CH:9]=1)[CH3:15], predict the reactants needed to synthesize it.